From a dataset of Full USPTO retrosynthesis dataset with 1.9M reactions from patents (1976-2016). Predict the reactants needed to synthesize the given product. (1) Given the product [NH2:1][C:4]1[CH:5]=[C:6]2[C:11](=[CH:12][CH:13]=1)[NH:10][C:9](=[O:14])[CH:8]=[CH:7]2, predict the reactants needed to synthesize it. The reactants are: [N+:1]([C:4]1[CH:5]=[C:6]2[C:11](=[CH:12][CH:13]=1)[NH:10][C:9](=[O:14])[CH:8]=[CH:7]2)([O-])=O. (2) Given the product [Cl:17][C:14]1[CH:15]=[CH:16][C:11]([C:4]2[CH:3]=[C:2]([CH:19]3[CH2:21][CH2:20]3)[N:7]3[N:8]=[CH:9][C:10]([C:27]([OH:26])=[O:36])=[C:6]3[N:5]=2)=[CH:12][CH:13]=1, predict the reactants needed to synthesize it. The reactants are: Cl[C:2]1[N:7]2[N:8]=[CH:9][CH:10]=[C:6]2[N:5]=[C:4]([C:11]2[CH:16]=[CH:15][C:14]([Cl:17])=[CH:13][CH:12]=2)[CH:3]=1.[Cl-].[CH:19]1([Zn+])[CH2:21][CH2:20]1.C1[CH2:27][O:26]CC1.C1([Mg]Br)CC1.C1C[O:36]CC1.[Cl-].[NH4+]. (3) Given the product [F:39][C:40]([F:59])([F:58])[S:41]([O:1][C:2]1[CH2:11][CH2:10][C:9]2[C:4](=[CH:5][CH:6]=[C:7]([C@@H:12]3[CH2:21][CH2:20][C@@:14]4([NH:18][C:17](=[O:19])[O:16][CH2:15]4)[CH2:13]3)[CH:8]=2)[CH:3]=1)(=[O:43])=[O:42], predict the reactants needed to synthesize it. The reactants are: [O:1]=[C:2]1[CH2:11][CH2:10][C:9]2[CH:8]=[C:7]([C@@H:12]3[CH2:21][CH2:20][C@@:14]4([NH:18][C:17](=[O:19])[O:16][CH2:15]4)[CH2:13]3)[CH:6]=[CH:5][C:4]=2[CH2:3]1.CN1C(=O)N(C)CCC1.[Li+].CC([N-]C(C)C)C.[F:39][C:40]([F:59])([F:58])[S:41](N(C1C=CC=CC=1)[S:41]([C:40]([F:59])([F:58])[F:39])(=[O:43])=[O:42])(=[O:43])=[O:42]. (4) Given the product [N+:21]([C:18]1[CH:17]=[CH:16][C:15]([O:14][C:12](=[O:13])[NH:8][C:7]2[CH:9]=[CH:10][C:4]([CH:1]([CH3:3])[CH3:2])=[CH:5][CH:6]=2)=[CH:20][CH:19]=1)([O-:23])=[O:22], predict the reactants needed to synthesize it. The reactants are: [CH:1]([C:4]1[CH:10]=[CH:9][C:7]([NH2:8])=[CH:6][CH:5]=1)([CH3:3])[CH3:2].Cl[C:12]([O:14][C:15]1[CH:20]=[CH:19][C:18]([N+:21]([O-:23])=[O:22])=[CH:17][CH:16]=1)=[O:13]. (5) Given the product [Br:9][C:10]1[CH:15]=[CH:14][C:13]([C:2]2[S:3][CH:4]=[CH:5][C:6]=2[S:7][CH3:8])=[CH:12][CH:11]=1, predict the reactants needed to synthesize it. The reactants are: I[C:2]1[S:3][CH:4]=[CH:5][C:6]=1[S:7][CH3:8].[Br:9][C:10]1[CH:15]=[CH:14][CH:13]=[CH:12][C:11]=1B(O)O.C(=O)([O-])[O-].[K+].[K+].C(COC)OC. (6) Given the product [CH3:34][S:35]([OH:38])(=[O:37])=[O:36].[CH:1]1([C:4]([NH:6][C:7]2[N:8]=[C:9]3[CH:14]=[CH:13][C:12]([O:15][C:16]4[CH:17]=[CH:18][C:19]([CH3:32])=[C:20]([NH:22][C:23]([C:25]5[N:29]([CH3:30])[N:28]=[C:27]([CH3:31])[CH:26]=5)=[O:24])[CH:21]=4)=[N:11][N:10]3[CH:33]=2)=[O:5])[CH2:3][CH2:2]1, predict the reactants needed to synthesize it. The reactants are: [CH:1]1([C:4]([NH:6][C:7]2[N:8]=[C:9]3[CH:14]=[CH:13][C:12]([O:15][C:16]4[CH:17]=[CH:18][C:19]([CH3:32])=[C:20]([NH:22][C:23]([C:25]5[N:29]([CH3:30])[N:28]=[C:27]([CH3:31])[CH:26]=5)=[O:24])[CH:21]=4)=[N:11][N:10]3[CH:33]=2)=[O:5])[CH2:3][CH2:2]1.[CH3:34][S:35]([OH:38])(=[O:37])=[O:36]. (7) Given the product [CH2:24]([N:27]([CH2:31][CH:32]=[CH2:33])[C:28](=[O:30])[CH2:29][C:20]([C:9]1[C:8]([CH3:23])=[C:7]([C:5]2[S:6][C:2]([Cl:1])=[CH:3][CH:4]=2)[N:11]([C:12]2[CH:17]=[CH:16][C:15]([Cl:18])=[CH:14][C:13]=2[Cl:19])[N:10]=1)=[O:21])[CH:25]=[CH2:26], predict the reactants needed to synthesize it. The reactants are: [Cl:1][C:2]1[S:6][C:5]([C:7]2[N:11]([C:12]3[CH:17]=[CH:16][C:15]([Cl:18])=[CH:14][C:13]=3[Cl:19])[N:10]=[C:9]([C:20](Cl)=[O:21])[C:8]=2[CH3:23])=[CH:4][CH:3]=1.[CH2:24]([N:27]([CH2:31][CH:32]=[CH2:33])[C:28](=[O:30])[CH3:29])[CH:25]=[CH2:26].C[Si]([N-][Si](C)(C)C)(C)C.[Li+].